From a dataset of Reaction yield outcomes from USPTO patents with 853,638 reactions. Predict the reaction yield, written as a fraction of the theoretical maximum amount of product (1.0 means a 100% yield; for example, 0.34 means a 34% yield). (1) The reactants are [Cl-].O[NH3+:3].[C:4](=[O:7])([O-])[OH:5].[Na+].CS(C)=O.[OH:13][C:14]([C:17]1[CH:57]=[CH:56][C:20]([O:21][C@H:22]2[CH2:27][CH2:26][C@H:25]([N:28]3[C:33](=[O:34])[C:32]([CH2:35][C:36]4[CH:41]=[CH:40][C:39]([C:42]5[C:43]([C:48]#[N:49])=[CH:44][CH:45]=[CH:46][CH:47]=5)=[CH:38][CH:37]=4)=[C:31]([CH2:50][CH2:51][CH3:52])[N:30]4[N:53]=[CH:54][N:55]=[C:29]34)[CH2:24][CH2:23]2)=[CH:19][CH:18]=1)([CH3:16])[CH3:15]. The catalyst is O.C(OCC)(=O)C. The product is [OH:13][C:14]([C:17]1[CH:57]=[CH:56][C:20]([O:21][C@H:22]2[CH2:27][CH2:26][C@H:25]([N:28]3[C:33](=[O:34])[C:32]([CH2:35][C:36]4[CH:41]=[CH:40][C:39]([C:42]5[CH:47]=[CH:46][CH:45]=[CH:44][C:43]=5[C:48]5[NH:3][C:4](=[O:7])[O:5][N:49]=5)=[CH:38][CH:37]=4)=[C:31]([CH2:50][CH2:51][CH3:52])[N:30]4[N:53]=[CH:54][N:55]=[C:29]34)[CH2:24][CH2:23]2)=[CH:19][CH:18]=1)([CH3:16])[CH3:15]. The yield is 0.470. (2) The reactants are [F:1][C:2]1[CH:11]=[C:10]2[C:5]([C:6]([OH:21])=[C:7](C(OCC)=O)[C:8](=[O:15])[N:9]2[CH2:12][CH:13]=[CH2:14])=[CH:4][CH:3]=1.Cl. The catalyst is [OH-].[Na+]. The product is [F:1][C:2]1[CH:11]=[C:10]2[C:5]([C:6]([OH:21])=[CH:7][C:8](=[O:15])[N:9]2[CH2:12][CH:13]=[CH2:14])=[CH:4][CH:3]=1. The yield is 0.810. (3) The reactants are [CH3:1][O:2][C:3]1[CH:8]=[CH:7][C:6]([C:9]2[O:10][C:11]3[C:16]([C:17](=[O:19])[CH:18]=2)=[CH:15][C:14]([CH:20]([CH3:24])[C:21](O)=[O:22])=[CH:13][CH:12]=3)=[CH:5][CH:4]=1.C(N(CC)C(C)C)(C)C.[C:34]([O:38][C:39]([N:41]1[C:45]([NH2:46])=[CH:44][C:43]([CH:47]2[CH2:49][CH2:48]2)=[N:42]1)=[O:40])([CH3:37])([CH3:36])[CH3:35]. The catalyst is C(Cl)Cl. The product is [CH:47]1([C:43]2[CH:44]=[C:45]([NH:46][C:21](=[O:22])[CH:20]([C:14]3[CH:15]=[C:16]4[C:11](=[CH:12][CH:13]=3)[O:10][C:9]([C:6]3[CH:7]=[CH:8][C:3]([O:2][CH3:1])=[CH:4][CH:5]=3)=[CH:18][C:17]4=[O:19])[CH3:24])[N:41]([C:39]([O:38][C:34]([CH3:37])([CH3:35])[CH3:36])=[O:40])[N:42]=2)[CH2:48][CH2:49]1. The yield is 0.650. (4) The reactants are [CH3:1][O:2][C:3]1[CH:12]=[CH:11][C:6]2[N:7]=[C:8]([NH2:10])[S:9][C:5]=2[CH:4]=1.Br[CH2:14][C:15]([C:17]1[CH:22]=[CH:21][C:20]([N:23]([CH3:25])[CH3:24])=[CH:19][CH:18]=1)=O. The catalyst is CCO. The product is [CH3:1][O:2][C:3]1[CH:12]=[CH:11][C:6]2[N:7]3[CH:14]=[C:15]([C:17]4[CH:22]=[CH:21][C:20]([N:23]([CH3:25])[CH3:24])=[CH:19][CH:18]=4)[N:10]=[C:8]3[S:9][C:5]=2[CH:4]=1. The yield is 0.760. (5) The reactants are [F:1][C:2]1[C:3]([C:9]2[CH2:10][CH2:11][N:12]([CH3:15])[CH2:13][CH:14]=2)=[C:4]([NH2:8])[CH:5]=[N:6][CH:7]=1.CCO. The catalyst is CCOC(C)=O.[Pd]. The product is [F:1][C:2]1[C:3]([CH:9]2[CH2:10][CH2:11][N:12]([CH3:15])[CH2:13][CH2:14]2)=[C:4]([NH2:8])[CH:5]=[N:6][CH:7]=1. The yield is 0.950. (6) The reactants are [O:1]1[C:5]([C:6]2[CH:14]=[CH:13][C:9]([C:10]([NH2:12])=O)=[CH:8][CH:7]=2)=[CH:4][N:3]=[CH:2]1.B.C1COCC1. The catalyst is C1COCC1. The product is [O:1]1[C:5]([C:6]2[CH:7]=[CH:8][C:9]([CH2:10][NH2:12])=[CH:13][CH:14]=2)=[CH:4][N:3]=[CH:2]1. The yield is 0.320. (7) The product is [Br:16][CH:8]1[C:2](=[O:1])[CH2:3][CH2:4][N:5]([C:9]([O:11][C:12]([CH3:15])([CH3:14])[CH3:13])=[O:10])[CH2:6][CH2:7]1. The yield is 0.270. The reactants are [O:1]=[C:2]1[CH2:8][CH2:7][CH2:6][N:5]([C:9]([O:11][C:12]([CH3:15])([CH3:14])[CH3:13])=[O:10])[CH2:4][CH2:3]1.[Br:16]Br.C(N(CC)CC)C.CC(OC(OC(OC(C)(C)C)=O)=O)(C)C. The catalyst is C(Cl)(Cl)Cl. (8) The reactants are [I:1][C:2]1[CH:7]=[CH:6][NH:5][C:4](=[O:8])[C:3]=1[CH:9]=[O:10].[F:11][C:12]1[CH:17]=[CH:16][C:15](B(O)O)=[CH:14][CH:13]=1.C(O)(=O)CCCCCCCCCCCCC.N1C(C)=CC=CC=1C. The catalyst is C1(C)C=CC=CC=1.C([O-])(=O)C.[Cu+2].C([O-])(=O)C. The product is [F:11][C:12]1[CH:17]=[CH:16][C:15]([N:5]2[CH:6]=[CH:7][C:2]([I:1])=[C:3]([CH:9]=[O:10])[C:4]2=[O:8])=[CH:14][CH:13]=1. The yield is 0.420.